From a dataset of Forward reaction prediction with 1.9M reactions from USPTO patents (1976-2016). Predict the product of the given reaction. Given the reactants [Cl:1][C:2]1[CH:7]=[CH:6][C:5]([S:8][C:9]2[C:17]3[C:12](=[N:13][CH:14]=[CH:15][CH:16]=3)[NH:11][C:10]=2C2C=NC(S(C)=O)=CC=2)=[CH:4][CH:3]=1.Cl[C:28]1C=CC(SC2C3C(=NC=CC=3)NC=2C2C=CC(S(C)=O)=CC=2)=NC=1.[CH:53]1[CH:58]=[C:57](Cl)[CH:56]=[C:55]([C:60]([O:62]O)=O)[CH:54]=1, predict the reaction product. The product is: [Cl:1][C:2]1[CH:7]=[CH:6][C:5]([S:8][C:9]2[C:17]3[C:12](=[N:13][CH:14]=[CH:15][CH:16]=3)[NH:11][C:10]=2[C:54]2[CH:53]=[CH:58][CH:57]=[CH:56][C:55]=2[CH2:60][O:62][CH3:28])=[CH:4][CH:3]=1.